This data is from Reaction yield outcomes from USPTO patents with 853,638 reactions. The task is: Predict the reaction yield, written as a fraction of the theoretical maximum amount of product (1.0 means a 100% yield; for example, 0.34 means a 34% yield). (1) The reactants are C([O:3][P:4]([C:9]([C:36]#[N:37])([CH3:35])[CH2:10][C:11]([CH3:34])=[CH:12][CH2:13][C:14]1[C:15]([O:27]CC[Si](C)(C)C)=[C:16]2[C:20](=[C:21]([CH3:25])[C:22]=1[O:23][CH3:24])[CH2:19][O:18][C:17]2=[O:26])(=[O:8])[O:5]CC)C.C[Si](Br)(C)C.N1C(C)=CC=CC=1C. The catalyst is CN(C=O)C.C(Cl)Cl. The product is [C:36]([C:9]([P:4](=[O:3])([OH:5])[OH:8])([CH3:35])[CH2:10][C:11]([CH3:34])=[CH:12][CH2:13][C:14]1[C:15]([OH:27])=[C:16]2[C:20](=[C:21]([CH3:25])[C:22]=1[O:23][CH3:24])[CH2:19][O:18][C:17]2=[O:26])#[N:37]. The yield is 0.330. (2) The reactants are [F:1][C:2]1[CH:7]=[C:6]([C:8]2[N:13]=[CH:12][C:11]3[C:14]([I:17])=[N:15][NH:16][C:10]=3[CH:9]=2)[C:5]([CH2:18][C:19]([F:22])([F:21])[F:20])=[CH:4][C:3]=1[OH:23].[O:24]1[CH:29]=[CH:28][CH2:27][CH2:26][CH2:25]1.CC1C=CC(S(O)(=O)=O)=CC=1. The catalyst is CN(C=O)C. The product is [F:1][C:2]1[CH:7]=[C:6]([C:8]2[N:13]=[CH:12][C:11]3[C:14]([I:17])=[N:15][N:16]([CH:25]4[CH2:26][CH2:27][CH2:28][CH2:29][O:24]4)[C:10]=3[CH:9]=2)[C:5]([CH2:18][C:19]([F:20])([F:22])[F:21])=[CH:4][C:3]=1[OH:23]. The yield is 0.450. (3) The reactants are [CH3:1][C:2]1([CH3:12])[C:11]2[C:6](=[CH:7][CH:8]=[CH:9][CH:10]=2)[NH:5][CH2:4][CH2:3]1.[N+:13]([O-])([O-:15])=[O:14].[K+].C([O-])([O-])=O.[Na+].[Na+]. The catalyst is OS(O)(=O)=O. The product is [CH3:1][C:2]1([CH3:12])[C:11]2[C:6](=[CH:7][C:8]([N+:13]([O-:15])=[O:14])=[CH:9][CH:10]=2)[NH:5][CH2:4][CH2:3]1. The yield is 0.500. (4) The reactants are C1(C)C=CC(S(Cl)(=O)=O)=CC=1.C(N(CC)CC)C.O[CH2:20][C:21]([NH:24][C:25]([C:27]1[CH:36]=[CH:35][C:34]2[C:29](=[CH:30][CH:31]=[CH:32][CH:33]=2)[N:28]=1)=[O:26])([CH3:23])[CH3:22]. The catalyst is ClCCCl.C(Cl)Cl. The product is [CH3:20][C:21]1([CH3:23])[CH2:22][O:26][C:25]([C:27]2[CH:36]=[CH:35][C:34]3[C:29](=[CH:30][CH:31]=[CH:32][CH:33]=3)[N:28]=2)=[N:24]1. The yield is 0.470. (5) The yield is 0.730. The catalyst is C(Cl)Cl.CO. The reactants are COC1C=CC(C(C2C=CC(OC)=CC=2)(C2C=CC=CC=2)[O:10][CH2:11][C@@H:12]2[C@@H:16]([O:17][CH3:18])[CH2:15][CH2:14][O:13]2)=CC=1.O.CC1C=CC(S(O)(=O)=O)=CC=1.CCN(CC)CC. The product is [CH3:18][O:17][C@H:16]1[CH2:15][CH2:14][O:13][C@@H:12]1[CH2:11][OH:10]. (6) The catalyst is O. The yield is 0.570. The product is [N:40]1([CH2:7][CH2:8][O:9][C:10]2[CH:19]=[C:18]3[C:13]([C:14]([O:20][C:21]4[C:22]([CH3:31])=[N:23][C:24]5[C:29]([CH:30]=4)=[CH:28][CH:27]=[CH:26][CH:25]=5)=[CH:15][CH:16]=[N:17]3)=[CH:12][C:11]=2[O:32][CH3:33])[CH:44]=[CH:43][N:42]=[CH:41]1. The reactants are CN(C)C=O.Cl[CH2:7][CH2:8][O:9][C:10]1[CH:19]=[C:18]2[C:13]([C:14]([O:20][C:21]3[C:22]([CH3:31])=[N:23][C:24]4[C:29]([CH:30]=3)=[CH:28][CH:27]=[CH:26][CH:25]=4)=[CH:15][CH:16]=[N:17]2)=[CH:12][C:11]=1[O:32][CH3:33].C(=O)([O-])[O-].[K+].[K+].[NH:40]1[CH:44]=[CH:43][N:42]=[CH:41]1. (7) The reactants are C(=O)([O-])[O-].[K+].[K+].Cl.Cl[CH2:9][C:10]1[C:19]2[C:14](=[CH:15][CH:16]=[CH:17][CH:18]=2)[N:13]=[C:12]([CH3:20])[CH:11]=1.[OH:21][C:22]1[CH:37]=[CH:36][C:25]([C:26]([O:28][CH2:29][C:30]2[CH:35]=[CH:34][CH:33]=[CH:32][CH:31]=2)=[O:27])=[CH:24][CH:23]=1.O. The catalyst is CN(C)C=O. The product is [CH3:20][C:12]1[CH:11]=[C:10]([CH2:9][O:21][C:22]2[CH:37]=[CH:36][C:25]([C:26]([O:28][CH2:29][C:30]3[CH:35]=[CH:34][CH:33]=[CH:32][CH:31]=3)=[O:27])=[CH:24][CH:23]=2)[C:19]2[C:14](=[CH:15][CH:16]=[CH:17][CH:18]=2)[N:13]=1. The yield is 0.430. (8) The reactants are [C:1]([C:3]1[CH:12]=[CH:11][C:6]([C:7](=O)[CH2:8]Br)=[CH:5][CH:4]=1)#[N:2].[CH3:13][NH:14][C:15]([NH2:17])=[S:16].C(=O)(O)[O-].[Na+]. The catalyst is C(O)C. The product is [CH3:13][NH:14][C:15]1[S:16][CH:8]=[C:7]([C:6]2[CH:11]=[CH:12][C:3]([C:1]#[N:2])=[CH:4][CH:5]=2)[N:17]=1. The yield is 0.990. (9) The reactants are [I:1][C:2]1[CH:3]=[C:4]([CH:8]=[CH:9][C:10]=1[CH3:11])[C:5]([OH:7])=[O:6].[C:12](OCC)(=O)[CH3:13].CCCCCC. The catalyst is C(O)C.S(=O)(=O)(O)O. The product is [I:1][C:2]1[CH:3]=[C:4]([CH:8]=[CH:9][C:10]=1[CH3:11])[C:5]([O:7][CH2:12][CH3:13])=[O:6]. The yield is 0.950. (10) The reactants are [CH3:1][S:2][C:3]1[CH:8]=[CH:7][C:6]([CH2:9][C:10]([OH:12])=[O:11])=[CH:5][CH:4]=1.S(=O)(=O)(O)O.[CH3:18]O. No catalyst specified. The product is [CH3:18][O:11][C:10](=[O:12])[CH2:9][C:6]1[CH:5]=[CH:4][C:3]([S:2][CH3:1])=[CH:8][CH:7]=1. The yield is 0.920.